From a dataset of Blood-brain barrier permeability classification from the B3DB database. Regression/Classification. Given a drug SMILES string, predict its absorption, distribution, metabolism, or excretion properties. Task type varies by dataset: regression for continuous measurements (e.g., permeability, clearance, half-life) or binary classification for categorical outcomes (e.g., BBB penetration, CYP inhibition). Dataset: b3db_classification. (1) The drug is CC(C)(C)c1ccc(C(O)CCCN2CCC(C(O)(c3ccccc3)c3ccccc3)CC2)cc1. The result is 0 (does not penetrate BBB). (2) The molecule is CNC1CCc2[nH]c3ccc(C(N)=O)cc3c2C1. The result is 1 (penetrates BBB). (3) The molecule is COc1ccccc1N1CCN(C[C@@H](O)COc2cc(OC)c(OC)c(OC)c2)CC1. The result is 1 (penetrates BBB). (4) The drug is CC1(C)S[C@H]2[C@@H](NC(=O)[C@@H](NC(=O)N3CCNC3=O)c3ccccc3)C(=O)N2[C@@H]1C(=O)O. The result is 0 (does not penetrate BBB). (5) The compound is CC(/C=C/C(C)C(C)(C)O)C1CCC2/C(=C/C=C3CC(O)CC(O)C3)CCCC21C. The result is 0 (does not penetrate BBB). (6) The molecule is N#CCNC1CCc2ccccc21. The result is 1 (penetrates BBB). (7) The result is 1 (penetrates BBB). The compound is CCOC(=O)C(N)/C=C(\C)CP(=O)(O)O. (8) The compound is CN1CCN(CC(=O)[C@@]2(O)CC[C@H]3[C@@H]4CCC5=CC(=O)C=C[C@]5(C)[C@H]4[C@@H](O)C[C@@]32C)CC1. The result is 1 (penetrates BBB). (9) The compound is CN(Cc1cnc2nc(N)nc(N)c2n1)c1ccc(C(=O)N[C@H](CCC(=O)O)C(=O)O)cc1. The result is 0 (does not penetrate BBB). (10) The drug is C[C@@H](CC(=O)N1CCc2[nH]ncc2C1)N1CCOCC1. The result is 0 (does not penetrate BBB).